This data is from Forward reaction prediction with 1.9M reactions from USPTO patents (1976-2016). The task is: Predict the product of the given reaction. (1) Given the reactants [CH3:1][O:2][C:3]1[CH:11]=[C:10]([N+:12]([O-])=O)[CH:9]=[CH:8][C:4]=1[C:5]([OH:7])=O.C(C1NC=CN=1)(C1NC=CN=1)=O.[N:27]1([CH2:33][CH2:34][CH2:35][NH2:36])[CH2:32][CH2:31][O:30][CH2:29][CH2:28]1.[H][H], predict the reaction product. The product is: [NH2:12][C:10]1[CH:9]=[CH:8][C:4]([C:5]([NH:36][CH2:35][CH2:34][CH2:33][N:27]2[CH2:32][CH2:31][O:30][CH2:29][CH2:28]2)=[O:7])=[C:3]([O:2][CH3:1])[CH:11]=1. (2) The product is: [S:11]1[C:3]2[C:4]3[CH:5]=[N:6][NH:7][C:8]=3[CH:9]=[CH:10][C:2]=2[N:1]=[C:12]1[NH2:13]. Given the reactants [NH2:1][C:2]1[CH:3]=[C:4]2[C:8](=[CH:9][CH:10]=1)[NH:7][N:6]=[CH:5]2.[S-:11][C:12]#[N:13].[Na+].BrBr.O, predict the reaction product. (3) Given the reactants [Cl:1][C:2]1[CH:15]=[CH:14][C:5]([C:6]([NH:8][CH2:9][CH:10]2[CH2:13][CH2:12][CH2:11]2)=[O:7])=[CH:4][N:3]=1.Cl.[CH:17]1(CN)CCCC1, predict the reaction product. The product is: [Cl:1][C:2]1[CH:15]=[CH:14][C:5]([C:6]([NH:8][CH2:9][CH:10]2[CH2:13][CH2:12][CH2:11][CH2:17]2)=[O:7])=[CH:4][N:3]=1.